From a dataset of Acute oral toxicity (LD50) regression data from Zhu et al.. Regression/Classification. Given a drug SMILES string, predict its toxicity properties. Task type varies by dataset: regression for continuous values (e.g., LD50, hERG inhibition percentage) or binary classification for toxic/non-toxic outcomes (e.g., AMES mutagenicity, cardiotoxicity, hepatotoxicity). Dataset: ld50_zhu. (1) The compound is O=P(OCCCCl)(OCCCCl)OCCCCl. The rat oral LD50 is 2.34, given as -log10 of the dose in mol/kg body weight (higher means more acutely toxic). (2) The drug is C=CCc1ccc(OC=O)c(OC)c1. The rat oral LD50 is 1.75, given as -log10 of the dose in mol/kg body weight (higher means more acutely toxic).